Dataset: Forward reaction prediction with 1.9M reactions from USPTO patents (1976-2016). Task: Predict the product of the given reaction. Given the reactants [CH2:1]([N:8]1[C:16]2[CH:15]=[C:14]([O:17][CH3:18])[CH:13]=[CH:12][C:11]=2[C:10]2[N:19]=[C:20](Br)[CH:21]=[C:22]([C:23]([O:25][CH3:26])=[O:24])[C:9]1=2)[C:2]1[CH:7]=[CH:6][CH:5]=[CH:4][CH:3]=1.CC1(C)C2C=CC=C(P(C3C=CC=CC=3)C3C=CC=CC=3)C=2OC2C1=CC=CC=2P(C1C=CC=CC=1)C1C=CC=CC=1.C([O-])([O-])=O.[Cs+].[Cs+].[NH:76]1[CH2:81][CH2:80][CH2:79][CH2:78][CH2:77]1, predict the reaction product. The product is: [CH2:1]([N:8]1[C:16]2[CH:15]=[C:14]([O:17][CH3:18])[CH:13]=[CH:12][C:11]=2[C:10]2[N:19]=[C:20]([N:76]3[CH2:81][CH2:80][CH2:79][CH2:78][CH2:77]3)[CH:21]=[C:22]([C:23]([O:25][CH3:26])=[O:24])[C:9]1=2)[C:2]1[CH:7]=[CH:6][CH:5]=[CH:4][CH:3]=1.